From a dataset of Reaction yield outcomes from USPTO patents with 853,638 reactions. Predict the reaction yield, written as a fraction of the theoretical maximum amount of product (1.0 means a 100% yield; for example, 0.34 means a 34% yield). (1) The reactants are C([O:3][C:4]([C:6]1[C:7]([C:11]2[CH:16]=[CH:15][CH:14]=[CH:13][N:12]=2)=[N:8][O:9][CH:10]=1)=[O:5])C.COC(=O)[C@@H](NC(C1C=NC(OCC2C(C3C=CC=CC=3)=NOC=2C)=CC=1)=O)CC1C=CC=CC=1. No catalyst specified. The product is [N:12]1[CH:13]=[CH:14][CH:15]=[CH:16][C:11]=1[C:7]1[C:6]([C:4]([OH:5])=[O:3])=[CH:10][O:9][N:8]=1. The yield is 0.790. (2) The reactants are [NH2:1][C:2]1[N:3]=[C:4]2[CH:9]=[CH:8][C:7]([O:10][C:11]3[CH:12]=[C:13]([NH:17][C:18](=[O:30])[C:19]4[CH:24]=[CH:23][CH:22]=[C:21]([C:25]5([C:28]#[N:29])[CH2:27][CH2:26]5)[CH:20]=4)[CH:14]=[CH:15][CH:16]=3)=[N:6][N:5]2[CH:31]=1.[N:32]1[CH:37]=[CH:36][C:35]([C:38](O)=[O:39])=[CH:34][CH:33]=1.C(Cl)(=O)C(Cl)=O.O1CCCC1. The catalyst is CN(C)C=O.CN1CCCC1=O. The product is [C:28]([C:25]1([C:21]2[CH:20]=[C:19]([CH:24]=[CH:23][CH:22]=2)[C:18]([NH:17][C:13]2[CH:12]=[C:11]([CH:16]=[CH:15][CH:14]=2)[O:10][C:7]2[CH:8]=[CH:9][C:4]3[N:5]([CH:31]=[C:2]([NH:1][C:38](=[O:39])[C:35]4[CH:36]=[CH:37][N:32]=[CH:33][CH:34]=4)[N:3]=3)[N:6]=2)=[O:30])[CH2:27][CH2:26]1)#[N:29]. The yield is 0.590. (3) The catalyst is CO. The product is [Br:12][C:13]1[C:14]2[O:23][C:22]([CH2:24][N:7]3[CH2:6][CH2:5][N:4]([S:8]([CH3:11])(=[O:10])=[O:9])[CH2:3][C@H:2]3[CH3:1])=[CH:21][C:15]=2[C:16](=[O:20])[N:17]([CH3:19])[CH:18]=1. The yield is 0.509. The reactants are [CH3:1][C@H:2]1[NH:7][CH2:6][CH2:5][N:4]([S:8]([CH3:11])(=[O:10])=[O:9])[CH2:3]1.[Br:12][C:13]1[C:14]2[O:23][C:22]([CH:24]=O)=[CH:21][C:15]=2[C:16](=[O:20])[N:17]([CH3:19])[CH:18]=1.C(O)(=O)C. (4) The reactants are [Br:1][C:2]1[CH:3]=[C:4]2[C:9](=[CH:10][C:11]=1[Cl:12])[N:8]=[C:7]([CH3:13])[N:6]=[C:5]2O.O=S(Cl)[Cl:17]. No catalyst specified. The product is [Br:1][C:2]1[CH:3]=[C:4]2[C:9](=[CH:10][C:11]=1[Cl:12])[N:8]=[C:7]([CH3:13])[N:6]=[C:5]2[Cl:17]. The yield is 0.340. (5) The reactants are [Cl:1][C:2]1[CH:3]=[C:4]([CH:7]=[CH:8][C:9]=1[F:10])[CH:5]=O.[C:11]([CH:16]=P(C1C=CC=CC=1)(C1C=CC=CC=1)C1C=CC=CC=1)([O:13][CH2:14][CH3:15])=[O:12].O1CCCC1. No catalyst specified. The product is [Cl:1][C:2]1[CH:3]=[C:4](/[CH:5]=[CH:16]/[C:11]([O:13][CH2:14][CH3:15])=[O:12])[CH:7]=[CH:8][C:9]=1[F:10]. The yield is 0.940. (6) The reactants are C([O-])(=O)C([O-])=O.[CH2:7]1[C:10]2([CH2:13][N:12]([C:14]([O:16][C:17]([CH3:20])([CH3:19])[CH3:18])=[O:15])[CH2:11]2)[CH2:9][NH2+:8]1.[C:17]([O:16][C:14]([N:12]1[CH2:13][C:10]2([CH2:9][NH2+:8][CH2:7]2)[CH2:11]1)=[O:15])([CH3:20])([CH3:19])[CH3:18].C(=O)(O)O.[K].[K].Br[C:42]1[S:43][CH:44]=[C:45]([C:47]2[CH2:51][CH:50]([C:52]3[C:57]([F:58])=[CH:56][CH:55]=[CH:54][C:53]=3[F:59])[O:49][N:48]=2)[N:46]=1. The catalyst is C(#N)C. The product is [F:58][C:57]1[CH:56]=[CH:55][CH:54]=[C:53]([F:59])[C:52]=1[CH:50]1[O:49][N:48]=[C:47]([C:45]2[N:46]=[C:42]([N:8]3[CH2:9][C:10]4([CH2:13][N:12]([C:14]([O:16][C:17]([CH3:20])([CH3:19])[CH3:18])=[O:15])[CH2:11]4)[CH2:7]3)[S:43][CH:44]=2)[CH2:51]1. The yield is 0.840. (7) The reactants are [CH3:1][N:2]1[CH2:7][CH2:6][N:5]([C:8]2[CH:13]=[CH:12][C:11]([CH2:14][C:15]([O:17]C)=O)=[CH:10][CH:9]=2)[CH2:4][CH2:3]1.[NH3:19]. No catalyst specified. The product is [CH3:1][N:2]1[CH2:7][CH2:6][N:5]([C:8]2[CH:13]=[CH:12][C:11]([CH2:14][C:15]([NH2:19])=[O:17])=[CH:10][CH:9]=2)[CH2:4][CH2:3]1. The yield is 0.570. (8) The reactants are Cl[C:2]1[C:11]2[C:6](=[CH:7][CH:8]=[CH:9][C:10]=2[O:12][CH:13]2[CH2:18][CH2:17][N:16]([CH3:19])[CH2:15][CH2:14]2)[N:5]=[CH:4][N:3]=1.[Cl:20][C:21]1[CH:22]=[C:23]([CH:25]=[CH:26][C:27]=1[OH:28])[NH2:24]. No catalyst specified. The product is [Cl:20][C:21]1[CH:22]=[C:23]([CH:25]=[CH:26][C:27]=1[OH:28])[NH:24][C:2]1[C:11]2[C:6](=[CH:7][CH:8]=[CH:9][C:10]=2[O:12][CH:13]2[CH2:18][CH2:17][N:16]([CH3:19])[CH2:15][CH2:14]2)[N:5]=[CH:4][N:3]=1. The yield is 0.600.